Dataset: Full USPTO retrosynthesis dataset with 1.9M reactions from patents (1976-2016). Task: Predict the reactants needed to synthesize the given product. (1) Given the product [C:1]([CH:5]1[CH2:12][CH2:11][CH2:10][C:9](=[CH:13][CH2:14][OH:15])[CH:8]([O:19][SiH:20]([CH3:22])[CH3:21])[CH2:7][CH2:6]1)([CH3:4])([CH3:2])[CH3:3], predict the reactants needed to synthesize it. The reactants are: [C:1]([CH:5]1[CH2:12][CH2:11][CH2:10][C:9](=[CH:13][C:14](OCC)=[O:15])[CH:8]([O:19][SiH:20]([CH3:22])[CH3:21])[CH2:7][CH2:6]1)([CH3:4])([CH3:3])[CH3:2].N1C=CN=C1.C([Si](Cl)(C)C)(C)(C)C.C(=O)(O)[O-].[Na+]. (2) Given the product [CH3:11][C:8]1([CH3:12])[CH2:9][O:10][C:5]2([CH2:4][CH2:3][C:2]([CH2:15][CH2:16][NH:27][C@H:24]([C:18]3[CH:23]=[CH:22][CH:21]=[CH:20][CH:19]=3)[CH2:25][CH3:26])([OH:1])[CH2:14][CH2:13]2)[O:6][CH2:7]1, predict the reactants needed to synthesize it. The reactants are: [OH:1][C:2]1([CH2:15][CH:16]=O)[CH2:14][CH2:13][C:5]2([O:10][CH2:9][C:8]([CH3:12])([CH3:11])[CH2:7][O:6]2)[CH2:4][CH2:3]1.[C:18]1([C@@H:24]([NH2:27])[CH2:25][CH3:26])[CH:23]=[CH:22][CH:21]=[CH:20][CH:19]=1. (3) Given the product [CH:14]([CH:19]=[CH:18][C:17]([OH:20])=[O:3])=[CH:11][C:8]1[CH:7]=[CH:6][CH:5]=[CH:10][CH:9]=1, predict the reactants needed to synthesize it. The reactants are: C1[O:3]C1.O[C:5]1[CH:10]=[CH:9][C:8]([C:11]([C:14]2[CH:19]=[CH:18][C:17]([OH:20])=CC=2)(C)C)=[CH:7][CH:6]=1.C1OC1C.C(O)(=O)C1C=CC(C(O)=O)=CC=1.C([Sn](=O)CCCC)CCC. (4) Given the product [C:9]1([C:3]2[N:4]=[C:5]([NH2:8])[N:6]=[N:7][C:2]=2[O:24][C:19]2[CH:20]=[CH:21][CH:22]=[CH:23][C:18]=2[CH:15]([CH3:17])[CH3:16])[CH:14]=[CH:13][CH:12]=[CH:11][CH:10]=1, predict the reactants needed to synthesize it. The reactants are: Br[C:2]1[N:7]=[N:6][C:5]([NH2:8])=[N:4][C:3]=1[C:9]1[CH:14]=[CH:13][CH:12]=[CH:11][CH:10]=1.[CH:15]([C:18]1[CH:23]=[CH:22][CH:21]=[CH:20][C:19]=1[OH:24])([CH3:17])[CH3:16].